This data is from Full USPTO retrosynthesis dataset with 1.9M reactions from patents (1976-2016). The task is: Predict the reactants needed to synthesize the given product. The reactants are: [Cl:1][C:2]1[CH:3]=[C:4]([C:11]2[S:15][CH:14]=[N:13][CH:12]=2)[CH:5]=[C:6]([N+:8]([O-])=O)[CH:7]=1.[Sn](Cl)Cl.C([O-])(O)=O.[Na+]. Given the product [Cl:1][C:2]1[CH:7]=[C:6]([NH2:8])[CH:5]=[C:4]([C:11]2[S:15][CH:14]=[N:13][CH:12]=2)[CH:3]=1, predict the reactants needed to synthesize it.